Dataset: Reaction yield outcomes from USPTO patents with 853,638 reactions. Task: Predict the reaction yield, written as a fraction of the theoretical maximum amount of product (1.0 means a 100% yield; for example, 0.34 means a 34% yield). (1) The reactants are F[C:2]1[CH:7]=[C:6]([CH:8]([CH2:17][C:18](=O)[C:19]([CH3:22])([CH3:21])[CH3:20])[C:9]([C:11]2[CH:16]=[CH:15][CH:14]=[CH:13][CH:12]=2)=O)C=C[N:3]=1.[C:24]([O-:27])(=O)[CH3:25].[NH4+:28].CCOC(C)=O. The catalyst is C(O)(=O)C. The product is [C:19]([C:18]1[NH:28][C:9]([C:11]2[CH:16]=[CH:15][CH:14]=[CH:13][CH:12]=2)=[C:8]([C:6]2[CH:7]=[CH:2][NH:3][C:24](=[O:27])[CH:25]=2)[CH:17]=1)([CH3:22])([CH3:21])[CH3:20]. The yield is 0.780. (2) The yield is 0.200. The reactants are [N:1]1([C:7]([O:9][C:10]([CH3:13])([CH3:12])[CH3:11])=[O:8])[CH2:6][CH2:5][NH:4][CH2:3][CH2:2]1.Cl[C:15]1[C:20]([Cl:21])=[CH:19][CH:18]=[CH:17][N:16]=1.C(N(C(C)C)CC)(C)C. The catalyst is CN(C=O)C. The product is [Cl:21][C:20]1[C:15]([N:4]2[CH2:5][CH2:6][N:1]([C:7]([O:9][C:10]([CH3:13])([CH3:12])[CH3:11])=[O:8])[CH2:2][CH2:3]2)=[N:16][CH:17]=[CH:18][CH:19]=1. (3) The reactants are [Cl:1][C:2]1[CH:3]=[C:4]([CH:22]=[CH:23][CH:24]=1)[C:5]([NH:7][C:8]1[C:9]([N:15]2[CH2:21][CH2:20][CH2:19][NH:18][CH2:17][CH2:16]2)=[N:10][CH:11]=[C:12]([Cl:14])[CH:13]=1)=[O:6].[C:25](#[N:27])[CH3:26]. No catalyst specified. The product is [Cl:1][C:2]1[CH:3]=[C:4]([CH:22]=[CH:23][CH:24]=1)[C:5]([NH:7][C:8]1[C:9]([N:15]2[CH2:21][CH2:20][CH2:19][N:18]([CH2:26][CH2:25][N:27]3[CH2:4][CH2:3][CH2:2][CH2:24][CH2:23]3)[CH2:17][CH2:16]2)=[N:10][CH:11]=[C:12]([Cl:14])[CH:13]=1)=[O:6]. The yield is 0.0900. (4) The reactants are C[O:2][C:3]1[C:8]([CH2:9][NH:10]C(=O)OC(C)(C)C)=[C:7]([CH3:18])[CH:6]=[C:5]([CH3:19])[N:4]=1. The catalyst is Cl. The product is [NH2:10][CH2:9][C:8]1[C:3](=[O:2])[NH:4][C:5]([CH3:19])=[CH:6][C:7]=1[CH3:18]. The yield is 0.550. (5) The reactants are C[N:2](C)/[C:3](/[CH3:26])=[CH:4]/[C:5]([C:7]1[S:8][CH:9]=[CH:10][C:11]=1[NH:12][C:13](=[O:25])[CH2:14][C:15]1[C:24]2[C:19](=[CH:20][CH:21]=[CH:22][CH:23]=2)[CH:18]=[CH:17][CH:16]=1)=O.O.[NH2:29]N.C(O)(=O)C. The catalyst is C(O)C. The product is [CH3:26][C:3]1[NH:2][N:29]=[C:5]([C:7]2[S:8][CH:9]=[CH:10][C:11]=2[NH:12][C:13](=[O:25])[CH2:14][C:15]2[C:24]3[C:19](=[CH:20][CH:21]=[CH:22][CH:23]=3)[CH:18]=[CH:17][CH:16]=2)[CH:4]=1. The yield is 0.160. (6) The reactants are [F:1][C:2]([F:8])([F:7])[S:3]([OH:6])(=[O:5])=[O:4].[C:9](Cl)(=O)C1C=CC=CC=1.C(=O)(OC)OC. No catalyst specified. The product is [O:4]([CH3:9])[S:3]([C:2]([F:8])([F:7])[F:1])(=[O:6])=[O:5]. The yield is 0.968. (7) The reactants are ClC1N=C(NC(CCC2C=CC=CC=2)C[N:15]2[CH2:20][CH2:19][O:18][CH2:17][CH2:16]2)C2C(=CC=CC=2)N=1.N1C=CN2C=C(B(O)O)C=CC=12.[N:41]1[CH:42]=[CH:43][N:44]2[CH:49]=[C:48]([C:50]3[N:59]=[C:58]([NH:60][CH2:61][CH:62]([C:68]4[CH:73]=[CH:72][CH:71]=[CH:70][CH:69]=4)C4NC=CC=4)[C:57]4[C:52](=[CH:53][CH:54]=[CH:55][CH:56]=4)[N:51]=3)[CH:47]=[CH:46][C:45]=12. The catalyst is C(Cl)Cl.CO. The product is [N:41]1[CH:42]=[CH:43][N:44]2[CH:49]=[C:48]([C:50]3[N:59]=[C:58]([NH:60][CH2:61][CH:62]([N:15]4[CH2:20][CH2:19][O:18][CH2:17][CH2:16]4)[C:68]4[CH:73]=[CH:72][CH:71]=[CH:70][CH:69]=4)[C:57]4[C:52](=[CH:53][CH:54]=[CH:55][CH:56]=4)[N:51]=3)[CH:47]=[CH:46][C:45]=12. The yield is 0.600. (8) The reactants are [CH2:1]([C@@H:8]1[NH:13][CH2:12][CH2:11][N:10]([C:14]2[CH:22]=[C:21]3[C:17]([C:18]([CH:27]([CH3:29])[CH3:28])=[N:19][N:20]3[CH:23]3[CH2:26][CH2:25][CH2:24]3)=[CH:16][CH:15]=2)[CH2:9]1)[C:2]1[CH:7]=[CH:6][CH:5]=[CH:4][CH:3]=1.[CH3:30][C:31]1[NH:35][N:34]=[C:33]([CH2:36][C:37](O)=[O:38])[N:32]=1. No catalyst specified. The product is [CH2:1]([C@H:8]1[CH2:9][N:10]([C:14]2[CH:22]=[C:21]3[C:17]([C:18]([CH:27]([CH3:29])[CH3:28])=[N:19][N:20]3[CH:23]3[CH2:24][CH2:25][CH2:26]3)=[CH:16][CH:15]=2)[CH2:11][CH2:12][N:13]1[C:37](=[O:38])[CH2:36][C:33]1[NH:32][C:31]([CH3:30])=[N:35][N:34]=1)[C:2]1[CH:3]=[CH:4][CH:5]=[CH:6][CH:7]=1. The yield is 0.250. (9) The yield is 0.930. The catalyst is CO. The product is [CH2:1]([O:8][CH:9]1[CH2:14][CH2:13][CH:12]([OH:15])[CH:11]([F:16])[CH2:10]1)[C:2]1[CH:3]=[CH:4][CH:5]=[CH:6][CH:7]=1. The reactants are [CH2:1]([O:8][CH:9]1[CH2:14][CH2:13][C:12](=[O:15])[CH:11]([F:16])[CH2:10]1)[C:2]1[CH:7]=[CH:6][CH:5]=[CH:4][CH:3]=1.[BH4-].[Na+].Cl.